From a dataset of Forward reaction prediction with 1.9M reactions from USPTO patents (1976-2016). Predict the product of the given reaction. (1) Given the reactants [F:1][C:2]([F:26])([F:25])[O:3][C:4]1[CH:9]=[CH:8][C:7]([N:10]2[CH:14]=[N:13][C:12]([C:15]3[CH:16]=[C:17]([CH2:21][CH2:22][CH2:23][NH2:24])[CH:18]=[CH:19][CH:20]=3)=[N:11]2)=[CH:6][CH:5]=1.[CH2:27]([C:29]1[CH:34]=[CH:33][CH:32]=[C:31]([CH3:35])[C:30]=1[NH:36][C:37]([NH2:39])=[S:38])[CH3:28].[C:40]([O-])(=[O:42])C.[Na+], predict the reaction product. The product is: [CH2:27]([C:29]1[CH:34]=[CH:33][CH:32]=[C:31]([CH3:35])[C:30]=1[NH:36][C:37]([NH:39][C:40]([NH:24][CH2:23][CH2:22][CH2:21][C:17]1[CH:18]=[CH:19][CH:20]=[C:15]([C:12]2[N:13]=[CH:14][N:10]([C:7]3[CH:6]=[CH:5][C:4]([O:3][C:2]([F:1])([F:25])[F:26])=[CH:9][CH:8]=3)[N:11]=2)[CH:16]=1)=[O:42])=[S:38])[CH3:28]. (2) The product is: [Cl:1][C:2]1[CH:3]=[C:4]([C:9]2([C:22]([F:23])([F:25])[F:24])[O:13][N:12]=[C:11]([C:14]3[CH:15]=[CH:16][C:17]([CH3:21])=[C:18]([NH:19][C:34](=[O:35])[C:33]4[CH:32]=[CH:31][C:30]([S:27]([CH3:26])(=[O:29])=[O:28])=[CH:38][CH:37]=4)[CH:20]=3)[CH2:10]2)[CH:5]=[C:6]([Cl:8])[CH:7]=1. Given the reactants [Cl:1][C:2]1[CH:3]=[C:4]([C:9]2([C:22]([F:25])([F:24])[F:23])[O:13][N:12]=[C:11]([C:14]3[CH:15]=[CH:16][C:17]([CH3:21])=[C:18]([CH:20]=3)[NH2:19])[CH2:10]2)[CH:5]=[C:6]([Cl:8])[CH:7]=1.[CH3:26][S:27]([C:30]1[CH:38]=[CH:37][C:33]([C:34](O)=[O:35])=[CH:32][CH:31]=1)(=[O:29])=[O:28].Cl.C(N(CC)CCCN=C=NCC)C.C(=O)([O-])O.[Na+], predict the reaction product. (3) Given the reactants [Br:1][C:2]1[C:3]([NH:9][CH2:10][CH:11]([OH:26])[CH2:12][NH:13][S:14]([C:17]2[CH:22]=[CH:21][CH:20]=[C:19]([N+:23]([O-])=O)[CH:18]=2)(=[O:16])=[O:15])=[N:4][C:5]([Cl:8])=[N:6][CH:7]=1.[OH-].[Na+], predict the reaction product. The product is: [NH2:23][C:19]1[CH:18]=[C:17]([S:14]([NH:13][CH2:12][CH:11]([OH:26])[CH2:10][NH:9][C:3]2[C:2]([Br:1])=[CH:7][N:6]=[C:5]([Cl:8])[N:4]=2)(=[O:15])=[O:16])[CH:22]=[CH:21][CH:20]=1.